This data is from Full USPTO retrosynthesis dataset with 1.9M reactions from patents (1976-2016). The task is: Predict the reactants needed to synthesize the given product. (1) The reactants are: Cl[CH2:2][CH2:3][C:4]1[C:9](=[O:10])[N:8]2[CH2:11][CH2:12][CH2:13][CH:14]([O:15]C(=O)C)[C:7]2=[N:6][C:5]=1[CH3:19].[F:20][C:21]1[CH:35]=[CH:34][C:24]2[C:25]([CH:28]3[CH2:33][CH2:32][NH:31][CH2:30][CH2:29]3)=[N:26][O:27][C:23]=2[CH:22]=1. Given the product [F:20][C:21]1[CH:35]=[CH:34][C:24]2[C:25]([CH:28]3[CH2:29][CH2:30][N:31]([CH2:2][CH2:3][C:4]4[C:9](=[O:10])[N:8]5[CH2:11][CH2:12][CH2:13][CH:14]([OH:15])[C:7]5=[N:6][C:5]=4[CH3:19])[CH2:32][CH2:33]3)=[N:26][O:27][C:23]=2[CH:22]=1, predict the reactants needed to synthesize it. (2) The reactants are: [H-].[Al+3].[Li+].[H-].[H-].[H-].[NH2:7][C:8]1[C:13]([C:14](OC(C)(C)C)=[O:15])=[C:12]([Cl:21])[N:11]=[C:10]([Cl:22])[CH:9]=1.O.O.O.O.O.O.O.O.O.O.S([O-])([O-])(=O)=O.[Na+].[Na+]. Given the product [NH2:7][C:8]1[C:13]([CH:14]=[O:15])=[C:12]([Cl:21])[N:11]=[C:10]([Cl:22])[CH:9]=1, predict the reactants needed to synthesize it. (3) Given the product [NH2:25][C:26]1[C:27]([C:36]([NH:39][CH:40]([CH:45]2[CH2:46][CH2:47][C:48]3([O:49][CH2:50][CH2:51][O:52]3)[CH2:53][CH2:54]2)[C:41]([O:43][CH3:44])=[O:42])=[O:38])=[CH:28][C:29]2[C:34]([CH:35]=1)=[CH:33][CH:32]=[CH:31][CH:30]=2, predict the reactants needed to synthesize it. The reactants are: CN(C(ON1N=NC2C=CC=NC1=2)=[N+](C)C)C.F[P-](F)(F)(F)(F)F.[NH2:25][C:26]1[C:27]([C:36]([OH:38])=O)=[CH:28][C:29]2[C:34]([CH:35]=1)=[CH:33][CH:32]=[CH:31][CH:30]=2.[NH2:39][CH:40]([CH:45]1[CH2:54][CH2:53][C:48]2([O:52][CH2:51][CH2:50][O:49]2)[CH2:47][CH2:46]1)[C:41]([O:43][CH3:44])=[O:42].C(N(CC)C(C)C)(C)C.C([O-])(O)=O.[Na+]. (4) Given the product [NH2:7][C:8]1[N:13]2[N:14]=[C:15]([C:17]3[O:18][CH:19]=[CH:20][CH:21]=3)[N:16]=[C:12]2[CH:11]=[C:10]([CH2:22][O:23][C:24]2[CH:25]=[N:26][CH:27]=[CH:28][CH:29]=2)[N:9]=1, predict the reactants needed to synthesize it. The reactants are: COC1C=C(C=CC=1OC)C[NH:7][C:8]1[N:13]2[N:14]=[C:15]([C:17]3[O:18][CH:19]=[CH:20][CH:21]=3)[N:16]=[C:12]2[CH:11]=[C:10]([CH2:22][O:23][C:24]2[CH:25]=[N:26][CH:27]=[CH:28][CH:29]=2)[N:9]=1.C1(OC)C=CC=CC=1.FC(F)(F)S(O)(=O)=O.[OH-].[Na+]. (5) The reactants are: [F:1][C:2]([F:30])([F:29])[C:3]1[CH:12]=[C:11]2[C:6]([C:7]([O:13][CH2:14][CH2:15][CH2:16][CH2:17][CH2:18][O:19][C:20]3[C:21](=[O:28])[CH:22]=[C:23]([CH2:26][OH:27])[O:24][CH:25]=3)=[CH:8][CH:9]=[N:10]2)=[CH:5][CH:4]=1.C(N(CC)CC)C.[CH3:38][S:39](Cl)(=[O:41])=[O:40]. Given the product [CH3:38][S:39]([O:27][CH2:26][C:23]1[O:24][CH:25]=[C:20]([O:19][CH2:18][CH2:17][CH2:16][CH2:15][CH2:14][O:13][C:7]2[C:6]3[C:11](=[CH:12][C:3]([C:2]([F:1])([F:29])[F:30])=[CH:4][CH:5]=3)[N:10]=[CH:9][CH:8]=2)[C:21](=[O:28])[CH:22]=1)(=[O:41])=[O:40], predict the reactants needed to synthesize it.